From a dataset of Forward reaction prediction with 1.9M reactions from USPTO patents (1976-2016). Predict the product of the given reaction. (1) Given the reactants N#N.CCN=C=NCCCN(C)C.Cl.CCN(CC)CC.[CH3:22][O:23][C:24]1[CH:25]=[C:26]([CH2:34][CH2:35][C:36]([OH:38])=O)[CH:27]=[C:28]([O:32][CH3:33])[C:29]=1[O:30][CH3:31].[CH3:39][O:40][C:41]([C@H:43]1[CH2:48][CH2:47][C@@H:46]([NH2:49])[CH2:45][CH2:44]1)=[O:42], predict the reaction product. The product is: [CH3:39][O:40][C:41]([CH:43]1[CH2:48][CH2:47][CH:46]([NH:49][C:36](=[O:38])[CH2:35][CH2:34][C:26]2[CH:27]=[C:28]([O:32][CH3:33])[C:29]([O:30][CH3:31])=[C:24]([O:23][CH3:22])[CH:25]=2)[CH2:45][CH2:44]1)=[O:42]. (2) Given the reactants [NH2:1][C:2]1[N:7]=[CH:6][N:5]=[C:4]2[N:8]([CH:12]([C:14]3[O:15][C:16](=[O:39])[C:17]4[C:22]([C:23]=3[C:24]3[CH:29]=[CH:28][CH:27]=[C:26]([CH:30]5[O:34][C:33]([CH3:36])([CH3:35])[C:32]([CH3:38])([CH3:37])[O:31]5)[CH:25]=3)=[CH:21][CH:20]=[CH:19][CH:18]=4)[CH3:13])[N:9]=[C:10](I)[C:3]=12.[F:40][C:41]1[CH:42]=[C:43](B(O)O)[CH:44]=[C:45]([OH:47])[CH:46]=1.C([O-])([O-])=O.[K+].[K+], predict the reaction product. The product is: [NH2:1][C:2]1[N:7]=[CH:6][N:5]=[C:4]2[N:8]([CH:12]([C:14]3[O:15][C:16](=[O:39])[C:17]4[C:22]([C:23]=3[C:24]3[CH:29]=[CH:28][CH:27]=[C:26]([CH:30]5[O:34][C:33]([CH3:36])([CH3:35])[C:32]([CH3:38])([CH3:37])[O:31]5)[CH:25]=3)=[CH:21][CH:20]=[CH:19][CH:18]=4)[CH3:13])[N:9]=[C:10]([C:43]3[CH:44]=[C:45]([OH:47])[CH:46]=[C:41]([F:40])[CH:42]=3)[C:3]=12. (3) Given the reactants [NH2:1][C:2]1[N:7]=[C:6]([N:8]2[CH2:13][C@H:12]([CH3:14])[CH2:11][C@@H:10]([N:15]([CH3:23])[C:16](=[O:22])[CH2:17][C:18]([CH3:21])([CH3:20])[CH3:19])[CH2:9]2)[CH:5]=[C:4](Cl)[N:3]=1.[C:25]([C:27]1[CH:32]=[CH:31][C:30](B(O)O)=[CH:29][C:28]=1[F:36])#[N:26].O1CCOCC1.C([O-])(O)=O.[Na+], predict the reaction product. The product is: [NH2:1][C:2]1[N:7]=[C:6]([N:8]2[CH2:13][C@H:12]([CH3:14])[CH2:11][C@@H:10]([N:15]([CH3:23])[C:16](=[O:22])[CH2:17][C:18]([CH3:21])([CH3:20])[CH3:19])[CH2:9]2)[CH:5]=[C:4]([C:30]2[CH:31]=[CH:32][C:27]([C:25]#[N:26])=[C:28]([F:36])[CH:29]=2)[N:3]=1. (4) Given the reactants [H-].[Na+].[CH3:3][N:4]([CH3:12])[C@H:5]1[CH2:10][CH2:9][C@H:8]([OH:11])[CH2:7][CH2:6]1.[Si:13]([O:20][CH2:21][CH2:22][C@@H:23]1[CH2:35][C:34]2[C:33]3[C:32](Cl)=[N:31][CH:30]=[N:29][C:28]=3[S:27][C:26]=2[CH2:25][CH2:24]1)([C:16]([CH3:19])([CH3:18])[CH3:17])([CH3:15])[CH3:14], predict the reaction product. The product is: [Si:13]([O:20][CH2:21][CH2:22][C@@H:23]1[CH2:35][C:34]2[C:33]3[C:32]([O:11][CH:8]4[CH2:9][CH2:10][CH:5]([N:4]([CH3:12])[CH3:3])[CH2:6][CH2:7]4)=[N:31][CH:30]=[N:29][C:28]=3[S:27][C:26]=2[CH2:25][CH2:24]1)([C:16]([CH3:19])([CH3:17])[CH3:18])([CH3:14])[CH3:15].